Dataset: Forward reaction prediction with 1.9M reactions from USPTO patents (1976-2016). Task: Predict the product of the given reaction. (1) Given the reactants F[B-](F)(F)F.[O:6]=[N+:7]=[O:8].C(Cl)Cl.[Br:12][C:13]1[CH:18]=[CH:17][C:16]([F:19])=[CH:15][C:14]=1[CH3:20], predict the reaction product. The product is: [Br:12][C:13]1[CH:18]=[C:17]([N+:7]([O-:8])=[O:6])[C:16]([F:19])=[CH:15][C:14]=1[CH3:20]. (2) Given the reactants [F:1][C:2]1[C:7]2[O:8][CH2:9][C:10]3[C:15]([C:6]=2[CH:5]=[CH:4][C:3]=1[OH:20])=[CH:14][C:13]([NH:16][C:17](=[O:19])[CH3:18])=[N:12][CH:11]=3.C(O)(C(F)(F)F)=O.C(=O)([O-])[O-].[K+].[K+].CS(O[CH2:39][C@@H:40]([NH:45][C:46]([O:48][C:49]([CH3:52])([CH3:51])[CH3:50])=[O:47])[CH2:41][CH:42]([CH3:44])[CH3:43])(=O)=O, predict the reaction product. The product is: [C:17]([NH:16][C:13]1[CH:14]=[C:15]2[C:6]3[CH:5]=[CH:4][C:3]([O:20][CH2:39][C@@H:40]([NH:45][C:46](=[O:47])[O:48][C:49]([CH3:50])([CH3:51])[CH3:52])[CH2:41][CH:42]([CH3:43])[CH3:44])=[C:2]([F:1])[C:7]=3[O:8][CH2:9][C:10]2=[CH:11][N:12]=1)(=[O:19])[CH3:18].